Dataset: Catalyst prediction with 721,799 reactions and 888 catalyst types from USPTO. Task: Predict which catalyst facilitates the given reaction. (1) Reactant: [CH3:1][O:2][C:3](=[O:23])[CH2:4][C@H:5]1[CH2:10][CH2:9][C@H:8]([C:11]2[CH:16]=[CH:15][C:14]([NH:17][C:18](=[O:22])[CH2:19][CH2:20][NH2:21])=[CH:13][CH:12]=2)[CH2:7][CH2:6]1.CCN=C=NCCCN(C)C.[Cl:35][C:36]1[CH:37]=[C:38]2[C:42](=[CH:43][CH:44]=1)[NH:41][C:40]([C:45](O)=[O:46])=[CH:39]2.C1C=CC2N(O)N=NC=2C=1.C(N(C(C)C)C(C)C)C. Product: [CH3:1][O:2][C:3](=[O:23])[CH2:4][C@H:5]1[CH2:6][CH2:7][C@H:8]([C:11]2[CH:12]=[CH:13][C:14]([NH:17][C:18](=[O:22])[CH2:19][CH2:20][NH:21][C:45]([C:40]3[NH:41][C:42]4[C:38]([CH:39]=3)=[CH:37][C:36]([Cl:35])=[CH:44][CH:43]=4)=[O:46])=[CH:15][CH:16]=2)[CH2:9][CH2:10]1. The catalyst class is: 793. (2) Reactant: [Cl:1][C:2]1[CH:3]=[CH:4][C:5]2[O:9][C:8]([C:10]3[CH:15]=[CH:14][C:13]([O:16][CH2:17][CH2:18][CH2:19][N:20]([CH2:23][CH3:24])[CH2:21][CH3:22])=[CH:12][CH:11]=3)=[CH:7][C:6]=2[CH:25]=1.[C:26](Cl)(=[O:35])[C:27]1[CH:32]=[CH:31][C:30]([O:33][CH3:34])=[CH:29][CH:28]=1.Cl[Sn](Cl)(Cl)Cl. Product: [Cl:1][C:2]1[CH:3]=[CH:4][C:5]2[O:9][C:8]([C:10]3[CH:11]=[CH:12][C:13]([O:16][CH2:17][CH2:18][CH2:19][N:20]([CH2:23][CH3:24])[CH2:21][CH3:22])=[CH:14][CH:15]=3)=[C:7]([C:26](=[O:35])[C:27]3[CH:32]=[CH:31][C:30]([O:33][CH3:34])=[CH:29][CH:28]=3)[C:6]=2[CH:25]=1. The catalyst class is: 2. (3) Reactant: O[CH:2]([CH2:12][O:13][C:14]1[CH:19]=[CH:18][CH:17]=[CH:16][CH:15]=1)[CH2:3][NH:4][C:5](=[O:11])[O:6][C:7]([CH3:10])([CH3:9])[CH3:8].[C:20]1(=[O:30])[NH:24][C:23](=[O:25])[C:22]2=[CH:26][CH:27]=[CH:28][CH:29]=[C:21]12.C1(P(C2C=CC=CC=2)C2C=CC=CC=2)C=CC=CC=1.N(C(OC(C)C)=O)=NC(OC(C)C)=O. Product: [C:7]([O:6][C:5](=[O:11])[NH:4][CH2:3][CH:2]([N:24]1[C:20](=[O:30])[C:21]2[C:22](=[CH:26][CH:27]=[CH:28][CH:29]=2)[C:23]1=[O:25])[CH2:12][O:13][C:14]1[CH:19]=[CH:18][CH:17]=[CH:16][CH:15]=1)([CH3:10])([CH3:9])[CH3:8]. The catalyst class is: 7. (4) Reactant: N1C2C(=[CH:5][CH:6]=[C:7]([C:10]([OH:12])=[O:11])[CH:8]=2)C=C1.Cl[N:14]1[C:18](=O)[CH2:17][CH2:16][C:15]1=O.[Cl:21]CCl. Product: [Cl:21][C:16]1[C:17]2[C:18](=[CH:5][CH:6]=[C:7]([C:10]([OH:12])=[O:11])[CH:8]=2)[NH:14][CH:15]=1. The catalyst class is: 3. (5) Reactant: CC1C=CC(S(O[CH2:12][C@H:13]2[CH2:22][CH2:21][C:20]3[C:15](=[C:16]([O:23][CH3:24])[CH:17]=[CH:18][CH:19]=3)[O:14]2)(=O)=O)=CC=1.[F:25][C:26]1[CH:27]=[C:28]2[C:32](=[CH:33][CH:34]=1)[NH:31][CH:30]=[C:29]2[C:35]1[CH2:36][CH2:37][NH:38][CH2:39][CH:40]=1. Product: [F:25][C:26]1[CH:27]=[C:28]2[C:32](=[CH:33][CH:34]=1)[NH:31][CH:30]=[C:29]2[C:35]1[CH2:36][CH2:37][N:38]([CH2:12][C@H:13]2[CH2:22][CH2:21][C:20]3[C:15](=[C:16]([O:23][CH3:24])[CH:17]=[CH:18][CH:19]=3)[O:14]2)[CH2:39][CH:40]=1. The catalyst class is: 148.